This data is from Catalyst prediction with 721,799 reactions and 888 catalyst types from USPTO. The task is: Predict which catalyst facilitates the given reaction. (1) Reactant: [F:1][C:2]1[CH:22]=[CH:21][CH:20]=[C:19]([F:23])[C:3]=1[CH2:4][O:5][C:6]1[C:7]2[N:8]([C:12]([C:16]([OH:18])=O)=[C:13]([CH3:15])[N:14]=2)[CH:9]=[CH:10][CH:11]=1.Cl.C[N:26](C)CCCN=C=NCC.O.ON1C2C=CC=CC=2N=N1.[Cl-].[NH4+].C(N(CC)C(C)C)(C)C. Product: [F:23][C:19]1[CH:20]=[CH:21][CH:22]=[C:2]([F:1])[C:3]=1[CH2:4][O:5][C:6]1[C:7]2[N:8]([C:12]([C:16]([NH2:26])=[O:18])=[C:13]([CH3:15])[N:14]=2)[CH:9]=[CH:10][CH:11]=1. The catalyst class is: 4. (2) Reactant: CN(C(ON1N=NC2C=CC=NC1=2)=[N+](C)C)C.F[P-](F)(F)(F)(F)F.[C:25]([N:28]1[C:37]2[C:32](=[CH:33][C:34]([NH2:38])=[CH:35][CH:36]=2)[C:31]([C:40]2[CH:45]=[CH:44][CH:43]=[CH:42][CH:41]=2)([CH3:39])[CH2:30][C:29]1([CH3:47])[CH3:46])(=[O:27])[CH3:26].[Br:48][C:49]1[CH:50]=[CH:51][C:52]([NH:58][CH3:59])=[C:53]([CH:57]=1)[C:54](O)=[O:55].C(N(CC)C(C)C)(C)C. Product: [C:25]([N:28]1[C:37]2[C:32](=[CH:33][C:34]([NH:38][C:54](=[O:55])[C:53]3[CH:57]=[C:49]([Br:48])[CH:50]=[CH:51][C:52]=3[NH:58][CH3:59])=[CH:35][CH:36]=2)[C:31]([C:40]2[CH:45]=[CH:44][CH:43]=[CH:42][CH:41]=2)([CH3:39])[CH2:30][C:29]1([CH3:47])[CH3:46])(=[O:27])[CH3:26]. The catalyst class is: 7. (3) Reactant: Br[C:2]1[N:6]2[C:7]3[C:12]([N:13]=[C:14]([CH3:15])[C:5]2=[C:4]([CH3:19])[N:3]=1)=[C:11]([F:16])[CH:10]=[C:9]([O:17][CH3:18])[CH:8]=3.[Cl:20][C:21]1[CH:26]=[C:25]([F:27])[CH:24]=[CH:23][C:22]=1B(O)O.C([O-])([O-])=O.[K+].[K+]. Product: [Cl:20][C:21]1[CH:26]=[C:25]([F:27])[CH:24]=[CH:23][C:22]=1[C:2]1[N:6]2[C:7]3[C:12]([N:13]=[C:14]([CH3:15])[C:5]2=[C:4]([CH3:19])[N:3]=1)=[C:11]([F:16])[CH:10]=[C:9]([O:17][CH3:18])[CH:8]=3. The catalyst class is: 73. (4) Reactant: [CH3:1][Mg]Br.[CH3:4][O:5][CH2:6][N:7]1[C:11]2[CH:12]=[CH:13][C:14]([C:16]([C:18]3[N:22]([CH2:23][O:24][CH2:25][CH2:26][Si:27]([CH3:30])([CH3:29])[CH3:28])[N:21]=[CH:20][CH:19]=3)=[O:17])=[CH:15][C:10]=2[S:9][C:8]1=[O:31]. Product: [OH:17][C:16]([C:14]1[CH:13]=[CH:12][C:11]2[N:7]([CH2:6][O:5][CH3:4])[C:8](=[O:31])[S:9][C:10]=2[CH:15]=1)([C:18]1[N:22]([CH2:23][O:24][CH2:25][CH2:26][Si:27]([CH3:30])([CH3:29])[CH3:28])[N:21]=[CH:20][CH:19]=1)[CH3:1]. The catalyst class is: 1. (5) Reactant: [O:1]=[C:2]1[NH:7][N:6]=[C:5]([C:8]2[S:12][C:11]([C:13]([O:15]CC)=O)=[N:10][C:9]=2[C:18]2[CH:23]=[CH:22][CH:21]=[CH:20][CH:19]=2)[CH:4]=[CH:3]1.[N:24]1[CH:29]=[CH:28][CH:27]=[CH:26][C:25]=1[CH2:30][NH2:31].O.C(Cl)(Cl)Cl. Product: [O:1]=[C:2]1[NH:7][N:6]=[C:5]([C:8]2[S:12][C:11]([C:13]([NH:31][CH2:30][C:25]3[CH:26]=[CH:27][CH:28]=[CH:29][N:24]=3)=[O:15])=[N:10][C:9]=2[C:18]2[CH:19]=[CH:20][CH:21]=[CH:22][CH:23]=2)[CH:4]=[CH:3]1. The catalyst class is: 12. (6) Reactant: [N:1]1([CH2:6][CH:7]2[NH:12][CH2:11][CH2:10][N:9]([C:13]([O:15][C:16]([CH3:19])([CH3:18])[CH3:17])=[O:14])[CH2:8]2)[CH:5]=[N:4][CH:3]=[N:2]1.C(N(C(C)C)CC)(C)C.[C:29]([C:31]1[CH:32]=[CH:33][C:34]([O:41][C:42]2[CH:47]=[C:46]([Cl:48])[CH:45]=[C:44]([Cl:49])[CH:43]=2)=[C:35]([S:37](Cl)(=[O:39])=[O:38])[CH:36]=1)#[N:30]. Product: [C:29]([C:31]1[CH:32]=[CH:33][C:34]([O:41][C:42]2[CH:47]=[C:46]([Cl:48])[CH:45]=[C:44]([Cl:49])[CH:43]=2)=[C:35]([S:37]([N:12]2[CH2:11][CH2:10][N:9]([C:13]([O:15][C:16]([CH3:19])([CH3:18])[CH3:17])=[O:14])[CH2:8][CH:7]2[CH2:6][N:1]2[CH:5]=[N:4][CH:3]=[N:2]2)(=[O:38])=[O:39])[CH:36]=1)#[N:30]. The catalyst class is: 1.